This data is from Reaction yield outcomes from USPTO patents with 853,638 reactions. The task is: Predict the reaction yield, written as a fraction of the theoretical maximum amount of product (1.0 means a 100% yield; for example, 0.34 means a 34% yield). (1) The reactants are [CH3:1][O:2][C:3]1[CH:4]=[C:5]([C:11]2[N:16]=[C:15]([C:17]#[N:18])[C:14]([N+:19]([O-])=O)=[CH:13][CH:12]=2)[CH:6]=[CH:7][C:8]=1[O:9][CH3:10].[OH-].[NH4+]. The catalyst is CO.Cl.[Fe]. The product is [NH2:19][C:14]1[C:15]([C:17]#[N:18])=[N:16][C:11]([C:5]2[CH:6]=[CH:7][C:8]([O:9][CH3:10])=[C:3]([O:2][CH3:1])[CH:4]=2)=[CH:12][CH:13]=1. The yield is 0.640. (2) The reactants are [C:1]([O:5][C:6]([CH2:8][O:9][CH2:10][CH2:11][CH2:12][C:13]1[CH:38]=[CH:37][C:16]([C:17]([CH3:36])([CH2:34][NH2:35])[N:18]2[C:26](=[O:27])[NH:25][C:24]3[C:19]2=[N:20][C:21]([O:29][CH2:30][CH2:31][O:32][CH3:33])=[N:22][C:23]=3[NH2:28])=[CH:15][CH:14]=1)=[O:7])(C)(C)C.Cl.O1CCOCC1.C(Cl)(Cl)Cl. The catalyst is CO. The product is [CH3:1][O:5][C:6]([CH2:8][O:9][CH2:10][CH2:11][CH2:12][C:13]1[CH:38]=[CH:37][C:16]([C:17]([CH3:36])([CH2:34][NH2:35])[N:18]2[C:26](=[O:27])[NH:25][C:24]3[C:19]2=[N:20][C:21]([O:29][CH2:30][CH2:31][O:32][CH3:33])=[N:22][C:23]=3[NH2:28])=[CH:15][CH:14]=1)=[O:7]. The yield is 0.730. (3) The reactants are [CH3:1][P+](C1C=CC=CC=1)(C1C=CC=CC=1)C1C=CC=CC=1.C([Li])CCC.[CH2:26]([O:33][N:34]1[C:37]2([CH:42]=[CH:41][C:40](=O)[CH:39]([O:44][Si:45]([C:48]([CH3:51])([CH3:50])[CH3:49])([CH3:47])[CH3:46])[CH:38]2[O:52][Si:53]([CH3:56])([CH3:55])[CH3:54])[CH2:36][C:35]1=[O:57])[C:27]1[CH:32]=[CH:31][CH:30]=[CH:29][CH:28]=1. The catalyst is C1COCC1. The product is [CH2:26]([O:33][N:34]1[C:37]2([CH:42]=[CH:41][C:40](=[CH2:1])[CH:39]([O:44][Si:45]([C:48]([CH3:51])([CH3:49])[CH3:50])([CH3:47])[CH3:46])[CH:38]2[O:52][Si:53]([CH3:54])([CH3:56])[CH3:55])[CH2:36][C:35]1=[O:57])[C:27]1[CH:32]=[CH:31][CH:30]=[CH:29][CH:28]=1. The yield is 0.680.